Task: Predict the product of the given reaction.. Dataset: Forward reaction prediction with 1.9M reactions from USPTO patents (1976-2016) (1) Given the reactants [CH3:1][O:2][C:3](=[O:38])[NH:4][CH:5]([C:9]([N:11]1[CH:17]([C:18]2[NH:19][C:20]([C:23]3[CH:28]=[CH:27][C:26](B4OC(C)(C)C(C)(C)O4)=[CH:25][CH:24]=3)=[CH:21][N:22]=2)[CH2:16][C:13]2([CH2:15][CH2:14]2)[CH2:12]1)=[O:10])[CH:6]([CH3:8])[CH3:7].[C:39]([O:43][C:44]([N:46]1[CH:51]([C:52]2[NH:53][C:54]([C:57]3[CH:66]=[CH:65][C:64]4[C:59](=[CH:60][CH:61]=[C:62](Br)[CH:63]=4)[CH:58]=3)=[CH:55][N:56]=2)[CH:50]2[CH2:68][CH:47]1[CH2:48][CH2:49]2)=[O:45])([CH3:42])([CH3:41])[CH3:40].C([O-])([O-])=O.[K+].[K+], predict the reaction product. The product is: [C:39]([O:43][C:44]([N:46]1[CH:51]([C:52]2[NH:53][C:54]([C:57]3[CH:66]=[CH:65][C:64]4[C:59](=[CH:60][CH:61]=[C:62]([C:26]5[CH:25]=[CH:24][C:23]([C:20]6[NH:19][C:18]([CH:17]7[CH2:16][C:13]8([CH2:14][CH2:15]8)[CH2:12][N:11]7[C:9](=[O:10])[CH:5]([NH:4][C:3]([O:2][CH3:1])=[O:38])[CH:6]([CH3:8])[CH3:7])=[N:22][CH:21]=6)=[CH:28][CH:27]=5)[CH:63]=4)[CH:58]=3)=[CH:55][N:56]=2)[CH:50]2[CH2:68][CH:47]1[CH2:48][CH2:49]2)=[O:45])([CH3:42])([CH3:41])[CH3:40]. (2) Given the reactants CC1C=CC(S([O:11][CH2:12][CH2:13][N:14]2[CH2:18][CH2:17][O:16][C:15]2=[O:19])(=O)=O)=CC=1.C(=O)([O-])[O-].[Cs+].[Cs+].O[C:27]1[CH:32]=[CH:31][CH:30]=[CH:29][C:28]=1/[CH:33]=[CH:34]/[CH:35]([CH2:48][C:49]1[CH:54]=[CH:53][C:52]([C:55]([O:57][CH3:58])=[O:56])=[CH:51][CH:50]=1)[CH2:36][CH2:37][C:38]1[CH:47]=[CH:46][C:41]([C:42]([O:44][CH3:45])=[O:43])=[CH:40][CH:39]=1.[Cl-].[NH4+], predict the reaction product. The product is: [CH3:58][O:57][C:55]([C:52]1[CH:51]=[CH:50][C:49]([CH2:48][CH:35](/[CH:34]=[CH:33]/[C:28]2[CH:27]=[CH:32][CH:31]=[CH:30][C:29]=2[O:11][CH2:12][CH2:13][N:14]2[CH2:18][CH2:17][O:16][C:15]2=[O:19])[CH2:36][CH2:37][C:38]2[CH:47]=[CH:46][C:41]([C:42]([O:44][CH3:45])=[O:43])=[CH:40][CH:39]=2)=[CH:54][CH:53]=1)=[O:56]. (3) Given the reactants [CH2:1]([O:8][C:9]([NH:11][CH2:12][CH2:13][CH2:14][CH2:15][CH:16]([NH:20][C:21](=[O:49])[C@@H:22]([NH:38][C:39]([O:41][CH2:42][C:43]1[CH:48]=[CH:47][CH:46]=[CH:45][CH:44]=1)=[O:40])[CH2:23][CH2:24][CH2:25][CH2:26][NH:27][C:28]([O:30][CH2:31][C:32]1[CH:37]=[CH:36][CH:35]=[CH:34][CH:33]=1)=[O:29])[C:17]([O-:19])=[O:18])=[O:10])[C:2]1[CH:7]=[CH:6][CH:5]=[CH:4][CH:3]=1.CO.[OH-].[K+], predict the reaction product. The product is: [CH2:1]([O:8][C:9]([NH:11][CH2:12][CH2:13][CH2:14][CH2:15][C@H:16]([NH:20][C:21](=[O:49])[C@@H:22]([NH:38][C:39]([O:41][CH2:42][C:43]1[CH:48]=[CH:47][CH:46]=[CH:45][CH:44]=1)=[O:40])[CH2:23][CH2:24][CH2:25][CH2:26][NH:27][C:28]([O:30][CH2:31][C:32]1[CH:37]=[CH:36][CH:35]=[CH:34][CH:33]=1)=[O:29])[C:17]([OH:19])=[O:18])=[O:10])[C:2]1[CH:3]=[CH:4][CH:5]=[CH:6][CH:7]=1. (4) The product is: [C:1]([C:5]1[CH:6]=[C:7]([CH:36]=[CH:37][CH:38]=1)[CH2:8][N:9]1[C@@H:10]2[C@H:15]([C@H:14]([CH2:17][C:18]3[CH:23]=[C:22]([O:24][CH2:25][C:26]([F:28])([F:29])[F:27])[C:21]([N+:30]([O-:32])=[O:31])=[C:20]([F:33])[CH:19]=3)[CH2:13][S:12](=[O:35])(=[O:34])[CH2:11]2)[O:16][C:39]1=[O:40])([CH3:4])([CH3:2])[CH3:3]. Given the reactants [C:1]([C:5]1[CH:6]=[C:7]([CH:36]=[CH:37][CH:38]=1)[CH2:8][NH:9][C@@H:10]1[C@@H:15]([OH:16])[C@H:14]([CH2:17][C:18]2[CH:23]=[C:22]([O:24][CH2:25][C:26]([F:29])([F:28])[F:27])[C:21]([N+:30]([O-:32])=[O:31])=[C:20]([F:33])[CH:19]=2)[CH2:13][S:12](=[O:35])(=[O:34])[CH2:11]1)([CH3:4])([CH3:3])[CH3:2].[C:39](C1NC=CN=1)(C1NC=CN=1)=[O:40].CCN(C(C)C)C(C)C, predict the reaction product.